Dataset: TCR-epitope binding with 47,182 pairs between 192 epitopes and 23,139 TCRs. Task: Binary Classification. Given a T-cell receptor sequence (or CDR3 region) and an epitope sequence, predict whether binding occurs between them. (1) Result: 1 (the TCR binds to the epitope). The TCR CDR3 sequence is CASSFRDSGLWEQFF. The epitope is YIFFASFYY. (2) The epitope is KAFSPEVIPMF. The TCR CDR3 sequence is CASSQGYGVLGTEAFF. Result: 0 (the TCR does not bind to the epitope). (3) The epitope is RIFTIGTVTLK. The TCR CDR3 sequence is CASSSTRQAGREQYF. Result: 0 (the TCR does not bind to the epitope).